Task: Regression/Classification. Given a drug SMILES string, predict its absorption, distribution, metabolism, or excretion properties. Task type varies by dataset: regression for continuous measurements (e.g., permeability, clearance, half-life) or binary classification for categorical outcomes (e.g., BBB penetration, CYP inhibition). Dataset: cyp2d6_veith.. Dataset: CYP2D6 inhibition data for predicting drug metabolism from PubChem BioAssay (1) The drug is COc1cccc(Nc2ncc3nc(-c4cccs4)c(=O)n(CCC#N)c3n2)c1. The result is 0 (non-inhibitor). (2) The molecule is CC(=O)NCCC(=O)Nc1sc2c(c1-c1nc3ccccc3[nH]1)CCCC2. The result is 0 (non-inhibitor).